This data is from Forward reaction prediction with 1.9M reactions from USPTO patents (1976-2016). The task is: Predict the product of the given reaction. Given the reactants [Br:1][C:2]1[NH:6][C:5]([C:7]([OH:9])=O)=[C:4](/[CH:10]=[CH:11]/[O:12][CH3:13])[N:3]=1.CN(C(ON1N=N[C:24]2[CH:25]=CC=[CH:28][C:23]1=2)=[N+](C)C)C.[B-](F)(F)(F)F.[CH3:36][C:37]1[N:38]=[C:39]([CH2:47][NH2:48])[C:40]2[C:45]([CH:46]=1)=[CH:44][CH:43]=[CH:42][CH:41]=2.O, predict the reaction product. The product is: [CH3:36][C:37]1[N:38]=[C:39]([CH2:47][NH:48][C:7]([C:5]2[N:6]([CH2:28][C:23]#[C:24][CH3:25])[C:2]([Br:1])=[N:3][C:4]=2/[CH:10]=[CH:11]/[O:12][CH3:13])=[O:9])[C:40]2[C:45]([CH:46]=1)=[CH:44][CH:43]=[CH:42][CH:41]=2.